Dataset: Forward reaction prediction with 1.9M reactions from USPTO patents (1976-2016). Task: Predict the product of the given reaction. Given the reactants [Cl:1][C:2]1[CH:7]=[CH:6][CH:5]=[C:4]([Cl:8])[C:3]=1[NH:9][C:10]1[N:11]([CH3:32])[C:12]2[C:21]3[C:20](=[O:22])[NH:19][C:18]([CH:23](OC(=O)C)[CH:24]=[CH2:25])=[C:17]([CH3:30])[C:16]=3[CH:15]=[CH:14][C:13]=2[N:31]=1.[C:33]1([P:39]2(=[O:45])[CH2:44][CH2:43][NH:42][CH2:41][CH2:40]2)[CH:38]=[CH:37][CH:36]=[CH:35][CH:34]=1, predict the reaction product. The product is: [Cl:8][C:4]1[CH:5]=[CH:6][CH:7]=[C:2]([Cl:1])[C:3]=1[NH:9][C:10]1[N:11]([CH3:32])[C:12]2[C:21]3[C:20](=[O:22])[NH:19][C:18]([CH:23]=[CH:24][CH2:25][N:42]4[CH2:41][CH2:40][P:39](=[O:45])([C:33]5[CH:38]=[CH:37][CH:36]=[CH:35][CH:34]=5)[CH2:44][CH2:43]4)=[C:17]([CH3:30])[C:16]=3[CH:15]=[CH:14][C:13]=2[N:31]=1.